Task: Predict the product of the given reaction.. Dataset: Forward reaction prediction with 1.9M reactions from USPTO patents (1976-2016) Given the reactants C(O[C:4](=[O:12])[C:5]1[CH:10]=[CH:9][CH:8]=[CH:7][C:6]=1[NH2:11])C.[C:13]([C:15]1[CH:20]=[CH:19][N:18]=[CH:17][CH:16]=1)#[N:14].Cl, predict the reaction product. The product is: [N:18]1[CH:19]=[CH:20][C:15]([C:13]2[NH:14][C:4](=[O:12])[C:5]3[C:6](=[CH:7][CH:8]=[CH:9][CH:10]=3)[N:11]=2)=[CH:16][CH:17]=1.